From a dataset of Forward reaction prediction with 1.9M reactions from USPTO patents (1976-2016). Predict the product of the given reaction. (1) The product is: [CH2:25]([O:24][C:20](=[O:27])[CH:10]([CH3:11])[C:9]([C:6]1[CH:7]=[CH:8][C:3]([O:2][CH3:1])=[C:4]([CH3:13])[CH:5]=1)=[O:12])[CH3:26]. Given the reactants [CH3:1][O:2][C:3]1[CH:8]=[CH:7][C:6]([C:9](=[O:12])[CH2:10][CH3:11])=[CH:5][C:4]=1[CH3:13].CC(C)([O-])C.[K+].[C:20](=[O:27])([O:24][CH2:25][CH3:26])OCC.Cl, predict the reaction product. (2) Given the reactants Cl[C:2]1[C:3]2[N:4]([C:8]([C:11]3[CH:16]=[CH:15][N:14]=[C:13]([S:17][CH3:18])[N:12]=3)=[CH:9][N:10]=2)[CH:5]=[CH:6][N:7]=1.[CH3:19][N:20]1[CH2:25][CH2:24][NH:23][CH2:22][CH2:21]1.C(N(C(C)C)CC)(C)C, predict the reaction product. The product is: [CH3:19][N:20]1[CH2:25][CH2:24][N:23]([C:2]2[C:3]3[N:4]([C:8]([C:11]4[CH:16]=[CH:15][N:14]=[C:13]([S:17][CH3:18])[N:12]=4)=[CH:9][N:10]=3)[CH:5]=[CH:6][N:7]=2)[CH2:22][CH2:21]1. (3) Given the reactants [CH3:1][O:2][C:3]1[CH:12]=[CH:11][C:6]2[N:7]=[C:8]([SH:10])[NH:9][C:5]=2[CH:4]=1.[CH3:13][O:14][C:15]1[CH:20]=[CH:19][C:18]([C:21]2[CH:26]=[CH:25][C:24]([S:27]([NH:30][CH:31]([CH2:36][CH:37]3[O:39][CH2:38]3)[C:32]([O:34]C)=[O:33])(=[O:29])=[O:28])=[CH:23][CH:22]=2)=[CH:17][CH:16]=1, predict the reaction product. The product is: [CH3:13][O:14][C:15]1[CH:16]=[CH:17][C:18]([C:21]2[CH:22]=[CH:23][C:24]([S:27]([NH:30][CH:31]([CH2:36][CH:37]([OH:39])[CH2:38][S:10][C:8]3[NH:9][C:5]4[CH:4]=[C:3]([O:2][CH3:1])[CH:12]=[CH:11][C:6]=4[N:7]=3)[C:32]([OH:34])=[O:33])(=[O:28])=[O:29])=[CH:25][CH:26]=2)=[CH:19][CH:20]=1. (4) Given the reactants [C:1]([O:5][C:6]([N:8]1[CH2:13][CH2:12][N:11]([C:14]2[C:19](Cl)=[N:18][CH:17]=[CH:16][N:15]=2)[CH2:10][CH2:9]1)=[O:7])([CH3:4])([CH3:3])[CH3:2].[NH:21]1[CH2:26][CH2:25][CH2:24][CH2:23][CH2:22]1.[OH-].[Na+], predict the reaction product. The product is: [C:1]([O:5][C:6]([N:8]1[CH2:13][CH2:12][N:11]([C:14]2[C:19]([N:21]3[CH2:26][CH2:25][CH2:24][CH2:23][CH2:22]3)=[N:18][CH:17]=[CH:16][N:15]=2)[CH2:10][CH2:9]1)=[O:7])([CH3:4])([CH3:3])[CH3:2]. (5) Given the reactants C[O:2][C:3]1[CH:20]=[C:19]([C:21]([OH:23])=O)[CH:18]=[C:17]2[C:4]=1[C@H:5]1[C@H:14]([CH2:15][S:16]2(=[O:25])=[O:24])[C@:13]2([CH3:26])[C@H:8]([C:9]([CH3:28])([CH3:27])[CH2:10][CH2:11][CH2:12]2)[CH2:7][CH2:6]1.[CH3:29]N(C(ON1N=NC2C=CC=NC1=2)=[N+](C)C)C.F[P-](F)(F)(F)(F)F.CN1CCOCC1.Cl.[CH3:61][O:62][C:63](=[O:66])[CH2:64][NH2:65], predict the reaction product. The product is: [OH:2][C:3]1[CH:20]=[C:19]([C:21]([NH:65][CH2:64][C:63]([O:62][CH3:61])=[O:66])=[O:23])[CH:18]=[C:17]2[C:4]=1[C@@:5]1([CH3:29])[C@H:14]([CH2:15][S:16]2(=[O:25])=[O:24])[C@:13]2([CH3:26])[C@H:8]([C:9]([CH3:27])([CH3:28])[CH2:10][CH2:11][CH2:12]2)[CH2:7][CH2:6]1. (6) Given the reactants [C:1]([O:5][C:6]([N:8]1[CH2:22][C@@H:21]([CH3:23])[N:11]2[C:12]3[CH:13]=[C:14]([CH3:20])[C:15](Br)=[CH:16][C:17]=3[CH:18]=[C:10]2[CH2:9]1)=[O:7])([CH3:4])([CH3:3])[CH3:2].[C:24](=O)([O-])[O-].[K+].[K+].CB1OB(C)OB(C)O1, predict the reaction product. The product is: [C:1]([O:5][C:6]([N:8]1[CH2:22][C@@H:21]([CH3:23])[N:11]2[C:12]3[CH:13]=[C:14]([CH3:20])[C:15]([CH3:24])=[CH:16][C:17]=3[CH:18]=[C:10]2[CH2:9]1)=[O:7])([CH3:4])([CH3:3])[CH3:2]. (7) Given the reactants [Na].Br[C:3]1[C:8]([C:9]2[CH:14]=[CH:13][CH:12]=[C:11]([F:15])[CH:10]=2)=[C:7]([C:16](=[O:18])[CH3:17])[CH:6]=[C:5]([Cl:19])[C:4]=1[CH3:20].[CH2:21]([O:23][CH:24]([N:26]1[CH:30]=[C:29](B2OC(C)(C)C(C)(C)O2)[CH:28]=[N:27]1)[CH3:25])[CH3:22], predict the reaction product. The product is: [Cl:19][C:5]1[C:4]([CH3:20])=[C:3]([C:29]2[CH:28]=[N:27][N:26]([CH:24]([O:23][CH2:21][CH3:22])[CH3:25])[CH:30]=2)[C:8]([C:9]2[CH:14]=[CH:13][CH:12]=[C:11]([F:15])[CH:10]=2)=[C:7]([C:16](=[O:18])[CH3:17])[CH:6]=1.